From a dataset of Experimentally validated miRNA-target interactions with 360,000+ pairs, plus equal number of negative samples. Binary Classification. Given a miRNA mature sequence and a target amino acid sequence, predict their likelihood of interaction. (1) The miRNA is mmu-miR-690 with sequence AAAGGCUAGGCUCACAACCAAA. The protein sequence of the target gene is MARELSQEALLDFLCQAGGRVTNAALLSHFKSFLRDPDASPSQHQHRRELFKGFVNSVAAVRQDPDGTKYVVLKRRYRDLLGEEGLQRPREPPAAAPSAGGAAPCSPRGARRGEPPQQQPRRRRREKEPEEEPAGAAARAADAACNGLPGSDSRRAPGKGGGSKGSPGQRPPVPAAAAAGAQARASCAAAKTQGRCCWECLQNNLAVLPGELGALPHSATAEEKPARALPAQDDRGASREREEGALAEPAPVPAVAHSPPATVEAATSRASPPALLPGPAPRGDRPELLTPSSLHYSTLQ.... Result: 0 (no interaction). (2) The protein sequence of the target gene is MSWAARPPFLPQRHAAGQCGPVGVRKEMHCGVASRWRRRRPWLDPAAAAAAAVAGGEQQTPEPEPGEAGRDGMGDSGRDSRSPDSSSPNPLPQGVPPPSPPGPPLPPSTAPSLGGSGAPPPPPMPPPPLGSPFPVISSSMGSPGLPPPAPPGFSGPVSSPQINSTVSLPGGGSGPPEDVKPPVLGVRGLHCPPPPGGPGAGKRLCAICGDRSSGKHYGVYSCEGCKGFFKRTIRKDLTYSCRDNKDCTVDKRQRNRCQYCRYQKCLATGMKREAVQEERQRGKDKDGDGEGAGGAPEEMP.... Result: 1 (interaction). The miRNA is hsa-miR-26b-5p with sequence UUCAAGUAAUUCAGGAUAGGU. (3) The miRNA is hsa-miR-1910-5p with sequence CCAGUCCUGUGCCUGCCGCCU. The protein sequence of the target gene is MGSADSKLNFRKAVIQLTTKTQPVEATDNAFWDQFWADTATSVQDVFALVPAAEIRAVREESPSNLATLCYKAVEKLVQGAEGGCHSEKEKQVVLNCSRLLTRVLPYIFEDPDWRGFFWSTVPGAGRGGQGEEEDENARPLAESLLLAIADLLFCPDFTVQNHRRNDVDSAEDVHSLDSCEYIWEAGVGFAHSPQPNYIHDMNRMELLKLLLTCFSEAMYLPPSPESGSTNPWVQFFCSTENRHALPLFTSLLNTVCAYDPVGYGIPYNHLLFSDYREPLVEEAAQVLIVTLDHDSATST.... Result: 0 (no interaction).